Task: Predict the reactants needed to synthesize the given product.. Dataset: Full USPTO retrosynthesis dataset with 1.9M reactions from patents (1976-2016) (1) Given the product [Cl:1][C:2]1[S:6][C:5]([CH:7]2[CH2:9][CH:8]2[CH:10]([N:12]([O:13][CH3:14])[C:28]([C:26]2[C:25]([C:31]([F:34])([F:33])[F:32])=[N:24][N:23]([CH3:22])[CH:27]=2)=[O:29])[CH3:11])=[CH:4][CH:3]=1, predict the reactants needed to synthesize it. The reactants are: [Cl:1][C:2]1[S:6][C:5]([C@@H:7]2[CH2:9][C@H:8]2[CH:10]([NH:12][O:13][CH3:14])[CH3:11])=[CH:4][CH:3]=1.C(N(CC)CC)C.[CH3:22][N:23]1[CH:27]=[C:26]([C:28](Cl)=[O:29])[C:25]([C:31]([F:34])([F:33])[F:32])=[N:24]1. (2) The reactants are: Cl.[F:2][C:3]([F:34])([F:33])[C:4]1[CH:5]=[C:6]([NH:14][C:15](=[O:32])[C:16]2[CH:21]=[C:20]([C:22]3[CH:27]=[CH:26][CH:25]=[CH:24][N:23]=3)[CH:19]=[CH:18][C:17]=2[O:28]COC)[CH:7]=[C:8]([C:10]([F:13])([F:12])[F:11])[CH:9]=1.C(=O)([O-])O.[Na+]. Given the product [F:34][C:3]([F:2])([F:33])[C:4]1[CH:5]=[C:6]([NH:14][C:15](=[O:32])[C:16]2[CH:21]=[C:20]([C:22]3[CH:27]=[CH:26][CH:25]=[CH:24][N:23]=3)[CH:19]=[CH:18][C:17]=2[OH:28])[CH:7]=[C:8]([C:10]([F:11])([F:12])[F:13])[CH:9]=1, predict the reactants needed to synthesize it. (3) Given the product [CH:16]([N:4]1[CH2:5][C:6]2[CH:11]=[CH:10][C:9]([C:12]([O:14][CH3:15])=[O:13])=[CH:8][C:7]=2[O:1][CH2:2][CH2:3]1)=[O:17], predict the reactants needed to synthesize it. The reactants are: [O:1]1[C:7]2[CH:8]=[C:9]([C:12]([O:14][CH3:15])=[O:13])[CH:10]=[CH:11][C:6]=2[CH2:5][NH:4][CH2:3][CH2:2]1.[CH:16](OCC)=[O:17]. (4) Given the product [CH3:15][N:16]1[CH2:21][CH2:20][N:19]([C:2]2[NH:3][C:4](=[O:14])[C:5]3[C:10]([CH:11]=2)=[C:9]([S:12][CH3:13])[CH:8]=[CH:7][CH:6]=3)[CH2:18][CH2:17]1, predict the reactants needed to synthesize it. The reactants are: Cl[C:2]1[NH:3][C:4](=[O:14])[C:5]2[C:10]([CH:11]=1)=[C:9]([S:12][CH3:13])[CH:8]=[CH:7][CH:6]=2.[CH3:15][N:16]1[CH2:21][CH2:20][NH:19][CH2:18][CH2:17]1. (5) Given the product [NH2:1][C:2]1[N:11]=[CH:10][C:9]2[C:8](=[O:12])[CH2:7][CH:6]([C:13]3[CH:18]=[CH:17][CH:16]=[CH:15][C:14]=3[C:44]3[CH:43]=[CH:42][N:41]=[CH:40][CH:39]=3)[CH2:5][C:4]=2[N:3]=1, predict the reactants needed to synthesize it. The reactants are: [NH2:1][C:2]1[N:11]=[CH:10][C:9]2[C:8](=[O:12])[CH2:7][CH:6]([C:13]3[CH:18]=[CH:17][CH:16]=[CH:15][C:14]=3Br)[CH2:5][C:4]=2[N:3]=1.NC1N=CC2C(=O)CC(C3C=CC(F)=CC=3[C:39]3[CH:40]=[N:41][CH:42]=[CH:43][CH:44]=3)CC=2N=1.N1C=CC(B(O)O)=CC=1. (6) Given the product [CH3:16][C:13]1[S:12][C:11]2[CH:10]=[C:4]([C:5]([O:7][CH2:8][CH3:9])=[O:6])[NH:1][C:15]=2[CH:14]=1, predict the reactants needed to synthesize it. The reactants are: [N:1]([C:4](=[CH:10][C:11]1[S:12][C:13]([CH3:16])=[CH:14][CH:15]=1)[C:5]([O:7][CH2:8][CH3:9])=[O:6])=[N+]=[N-]. (7) Given the product [Cl:1][C:2]1[CH:17]=[CH:16][C:5]([O:6][C:7]2[CH:8]=[C:9]([CH:13]=[CH:14][CH:15]=2)[C:10]([Cl:24])=[O:11])=[C:4]([N+:18]([O-:20])=[O:19])[CH:3]=1, predict the reactants needed to synthesize it. The reactants are: [Cl:1][C:2]1[CH:17]=[CH:16][C:5]([O:6][C:7]2[CH:8]=[C:9]([CH:13]=[CH:14][CH:15]=2)[C:10](O)=[O:11])=[C:4]([N+:18]([O-:20])=[O:19])[CH:3]=1.C(Cl)(=O)C([Cl:24])=O.